Dataset: NCI-60 drug combinations with 297,098 pairs across 59 cell lines. Task: Regression. Given two drug SMILES strings and cell line genomic features, predict the synergy score measuring deviation from expected non-interaction effect. (1) Drug 1: CCCS(=O)(=O)NC1=C(C(=C(C=C1)F)C(=O)C2=CNC3=C2C=C(C=N3)C4=CC=C(C=C4)Cl)F. Drug 2: C1=CN(C(=O)N=C1N)C2C(C(C(O2)CO)O)O.Cl. Cell line: 786-0. Synergy scores: CSS=39.5, Synergy_ZIP=-3.17, Synergy_Bliss=4.82, Synergy_Loewe=-15.3, Synergy_HSA=5.83. (2) Drug 1: CC(C1=C(C=CC(=C1Cl)F)Cl)OC2=C(N=CC(=C2)C3=CN(N=C3)C4CCNCC4)N. Drug 2: C1=CC(=CC=C1C#N)C(C2=CC=C(C=C2)C#N)N3C=NC=N3. Cell line: DU-145. Synergy scores: CSS=7.02, Synergy_ZIP=1.49, Synergy_Bliss=5.51, Synergy_Loewe=3.41, Synergy_HSA=3.41. (3) Drug 1: C1CCC(CC1)NC(=O)N(CCCl)N=O. Drug 2: C1=NC(=NC(=O)N1C2C(C(C(O2)CO)O)O)N. Cell line: CAKI-1. Synergy scores: CSS=36.6, Synergy_ZIP=-13.1, Synergy_Bliss=-10.2, Synergy_Loewe=-7.50, Synergy_HSA=-3.97. (4) Drug 1: CCCS(=O)(=O)NC1=C(C(=C(C=C1)F)C(=O)C2=CNC3=C2C=C(C=N3)C4=CC=C(C=C4)Cl)F. Drug 2: C1=CN(C=N1)CC(O)(P(=O)(O)O)P(=O)(O)O. Cell line: HS 578T. Synergy scores: CSS=17.4, Synergy_ZIP=6.60, Synergy_Bliss=11.9, Synergy_Loewe=0.518, Synergy_HSA=5.92. (5) Drug 1: C1=CC(=CC=C1CC(C(=O)O)N)N(CCCl)CCCl.Cl. Drug 2: CS(=O)(=O)CCNCC1=CC=C(O1)C2=CC3=C(C=C2)N=CN=C3NC4=CC(=C(C=C4)OCC5=CC(=CC=C5)F)Cl. Cell line: SK-MEL-28. Synergy scores: CSS=7.11, Synergy_ZIP=0.463, Synergy_Bliss=5.91, Synergy_Loewe=0.0287, Synergy_HSA=1.04. (6) Drug 1: COC1=C(C=C2C(=C1)N=CN=C2NC3=CC(=C(C=C3)F)Cl)OCCCN4CCOCC4. Drug 2: CC1C(C(CC(O1)OC2CC(CC3=C2C(=C4C(=C3O)C(=O)C5=C(C4=O)C(=CC=C5)OC)O)(C(=O)C)O)N)O.Cl. Cell line: NCI-H460. Synergy scores: CSS=55.3, Synergy_ZIP=12.6, Synergy_Bliss=12.7, Synergy_Loewe=10.4, Synergy_HSA=14.7.